Dataset: Reaction yield outcomes from USPTO patents with 853,638 reactions. Task: Predict the reaction yield, written as a fraction of the theoretical maximum amount of product (1.0 means a 100% yield; for example, 0.34 means a 34% yield). (1) The reactants are [Si]([O:8][CH2:9][CH2:10][CH2:11][N:12]1[C:20](=[O:21])[C:19]2[N:18]([CH2:22][C:23]3[CH:28]=[CH:27][C:26]([Cl:29])=[CH:25][CH:24]=3)[C:17]([O:30][CH2:31][CH2:32][N:33]3[CH2:38][CH2:37][O:36][CH2:35][CH2:34]3)=[N:16][C:15]=2[N:14]([CH3:39])[C:13]1=[O:40])(C(C)(C)C)(C)C.Cl. The catalyst is C(O)C. The product is [ClH:29].[Cl:29][C:26]1[CH:25]=[CH:24][C:23]([CH2:22][N:18]2[C:19]3[C:20](=[O:21])[N:12]([CH2:11][CH2:10][CH2:9][OH:8])[C:13](=[O:40])[N:14]([CH3:39])[C:15]=3[N:16]=[C:17]2[O:30][CH2:31][CH2:32][N:33]2[CH2:34][CH2:35][O:36][CH2:37][CH2:38]2)=[CH:28][CH:27]=1. The yield is 0.570. (2) The product is [Br:1][CH2:21][C:17]1[N:16]=[C:15]([C:14]([O:13][C:9]([CH3:12])([CH3:11])[CH3:10])=[O:22])[CH:20]=[CH:19][CH:18]=1. The yield is 0.171. The catalyst is C(Cl)(Cl)(Cl)Cl.C(OCC)(=O)C. The reactants are [Br:1]N1C(=O)CCC1=O.[C:9]([O:13][C:14](=[O:22])[C:15]1[CH:20]=[CH:19][CH:18]=[C:17]([CH3:21])[N:16]=1)([CH3:12])([CH3:11])[CH3:10].C(OOC(=O)C1C=CC=CC=1)(=O)C1C=CC=CC=1.CCCCCC. (3) The reactants are [NH2:1][C:2]1[CH:7]=[CH:6][N:5]=[CH:4][CH:3]=1.CC(C)([O-])C.[K+].[CH3:14][S:15][C:16]1[C:20]([C:21]#[N:22])=[C:19](SC)[S:18][N:17]=1.[Cl-].[NH4+]. The catalyst is C1COCC1.O. The product is [CH3:14][S:15][C:16]1[C:20]([C:21]#[N:22])=[C:19]([NH:1][C:2]2[CH:7]=[CH:6][N:5]=[CH:4][CH:3]=2)[S:18][N:17]=1. The yield is 0.810. (4) The yield is 0.500. The product is [CH3:43][S:44]([N:1]1[CH2:2][CH2:3][CH:4]([C:7]2[O:11][C:10]([C:12]3[CH:13]=[CH:14][N:15]=[CH:16][CH:17]=3)=[C:9]([C:18]3[CH:19]=[C:20]4[C:24](=[CH:25][CH:26]=3)[C:23](=[N:27][OH:28])[CH2:22][CH2:21]4)[CH:8]=2)[CH2:5][CH2:6]1)(=[O:46])=[O:45]. The reactants are [NH:1]1[CH2:6][CH2:5][CH:4]([C:7]2[O:11][C:10]([C:12]3[CH:17]=[CH:16][N:15]=[CH:14][CH:13]=3)=[C:9]([C:18]3[CH:19]=[C:20]4[C:24](=[CH:25][CH:26]=3)[C:23](=[N:27][OH:28])[CH2:22][CH2:21]4)[CH:8]=2)[CH2:3][CH2:2]1.O=P12OP3(OP(OP(O3)(O1)=O)(=O)O2)=O.[CH3:43][S:44](O)(=[O:46])=[O:45]. No catalyst specified. (5) The reactants are [CH3:1][N:2]1[C:6]([CH3:7])=[CH:5][C:4]([NH:8][C:9]2[C:10](=[O:25])[N:11]([CH3:24])[CH:12]=[C:13](B3OC(C)(C)C(C)(C)O3)[CH:14]=2)=[N:3]1.[C:26]([O:29][CH2:30][C:31]1[C:36]([N:37]2[CH2:48][CH2:47][N:46]3[C:39](=[CH:40][C:41]4[CH2:42][C:43]([CH3:50])([CH3:49])[CH2:44][C:45]=43)[C:38]2=[O:51])=[CH:35][C:34]([F:52])=[CH:33][C:32]=1Br)(=[O:28])[CH3:27].COCCOC.C(=O)([O-])[O-].[Na+].[Na+]. The catalyst is C1C=CC([P]([Pd]([P](C2C=CC=CC=2)(C2C=CC=CC=2)C2C=CC=CC=2)([P](C2C=CC=CC=2)(C2C=CC=CC=2)C2C=CC=CC=2)[P](C2C=CC=CC=2)(C2C=CC=CC=2)C2C=CC=CC=2)(C2C=CC=CC=2)C2C=CC=CC=2)=CC=1.CO.C(OCC)C.O.CCOC(C)=O. The product is [CH3:1][N:2]1[C:6]([CH3:7])=[CH:5][C:4]([NH:8][C:9]2[C:10](=[O:25])[N:11]([CH3:24])[CH:12]=[C:13]([C:32]3[C:31]([CH2:30][O:29][C:26](=[O:28])[CH3:27])=[C:36]([N:37]4[CH2:48][CH2:47][N:46]5[C:39](=[CH:40][C:41]6[CH2:42][C:43]([CH3:49])([CH3:50])[CH2:44][C:45]=65)[C:38]4=[O:51])[CH:35]=[C:34]([F:52])[CH:33]=3)[CH:14]=2)=[N:3]1. The yield is 0.830. (6) The reactants are [CH2:1]([CH:4]1[CH:30]=[C:29]([CH3:31])[CH2:28][CH:27]([CH3:32])[CH2:26][CH:25]([O:33][CH3:34])[CH:24]2[O:35][C:20]([OH:39])([CH:21]([CH3:38])[CH2:22][CH:23]2[O:36][CH3:37])[C:19](=[O:40])[C:18](=[O:41])[N:17]2[CH:12]([CH2:13][CH2:14][CH2:15][CH2:16]2)[C:11](=[O:42])[O:10][CH:9]([C:43]([CH3:72])=[CH:44][CH:45]2[CH2:50][CH2:49][CH:48]([O:51][C:52](=[O:69])[CH2:53][CH2:54][CH2:55][CH2:56][CH2:57][CH2:58][C:59]([O:61][Si](C(C)(C)C)(C)C)=[O:60])[CH:47]([O:70][CH3:71])[CH2:46]2)[CH:8]([CH3:73])[CH:7]([O:74][Si](C(C)(C)C)(C)C)[CH2:6][C:5]1=[O:82])[CH:2]=[CH2:3].C(#N)C.F. The catalyst is C(OCC)(=O)C.O. The product is [CH2:1]([CH:4]1[CH:30]=[C:29]([CH3:31])[CH2:28][CH:27]([CH3:32])[CH2:26][CH:25]([O:33][CH3:34])[CH:24]2[O:35][C:20]([OH:39])([CH:21]([CH3:38])[CH2:22][CH:23]2[O:36][CH3:37])[C:19](=[O:40])[C:18](=[O:41])[N:17]2[CH:12]([CH2:13][CH2:14][CH2:15][CH2:16]2)[C:11](=[O:42])[O:10][CH:9]([C:43]([CH3:72])=[CH:44][CH:45]2[CH2:50][CH2:49][CH:48]([O:51][C:52](=[O:69])[CH2:53][CH2:54][CH2:55][CH2:56][CH2:57][CH2:58][C:59]([OH:61])=[O:60])[CH:47]([O:70][CH3:71])[CH2:46]2)[CH:8]([CH3:73])[CH:7]([OH:74])[CH2:6][C:5]1=[O:82])[CH:2]=[CH2:3]. The yield is 0.400. (7) The reactants are [NH2:1][C:2]1[CH:7]=[C:6]([Cl:8])[C:5]([OH:9])=[C:4]([Cl:10])[CH:3]=1.CC(C)([O-:14])C.[K+].Cl[C:18]1[N:19]=[N:20][C:21](Cl)=[CH:22][C:23]=1[CH:24]([CH3:26])[CH3:25].[Cl-].[Na+].[C:30]1(=O)[O:35][C:33](=[O:34])[C:32]2=[CH:36][CH:37]=[CH:38][CH:39]=[C:31]12.C([O-])(=O)C.[Na+]. The catalyst is CN(C)C(=O)C.C(OC)(C)(C)C.O. The product is [Cl:8][C:6]1[CH:7]=[C:2]([N:1]2[C:30](=[O:35])[C:31]3[C:32](=[CH:36][CH:37]=[CH:38][CH:39]=3)[C:33]2=[O:34])[CH:3]=[C:4]([Cl:10])[C:5]=1[O:9][C:21]1[CH:22]=[C:23]([CH:24]([CH3:26])[CH3:25])[C:18](=[O:14])[NH:19][N:20]=1. The yield is 0.680. (8) The reactants are Cl.[NH:2]1[CH2:6][CH2:5][CH2:4][C@H:3]1O.C(O[BH-](OC(=O)C)OC(=O)C)(=[O:10])C.[Na+].[C:22]1(=O)[CH2:26][CH2:25][CH2:24][CH2:23]1. The catalyst is ClCCl. The product is [CH:22]1([N:2]2[CH2:6][CH2:5][C@@H:4]([OH:10])[CH2:3]2)[CH2:26][CH2:25][CH2:24][CH2:23]1. The yield is 0.400. (9) The reactants are Cl[C:2]1N=C(Cl)C=C[C:3]=1C(N)=O.[N:12]1[CH:17]=[CH:16][CH:15]=[C:14]([NH2:18])[CH:13]=1.CC1(C)C(C)(C)OB(C2CCN(C([O-])=O)CC=2)O1.[C:37]([C:40]1[CH:41]=[CH:42][C:43]([C:60]2[CH2:65][CH2:64][N:63]([C:66]([O:68]C(C)(C)C)=O)[CH2:62][CH:61]=2)=[N:44][C:45]=1NC1C=CC(CCN2CCCC2)=CC=1)(=[O:39])[NH2:38]. No catalyst specified. The product is [C:66]([N:63]1[CH2:62][CH2:61][CH:60]([C:43]2[CH:42]=[CH:41][C:40]([C:37]([NH2:38])=[O:39])=[C:45]([NH:18][C:14]3[CH:13]=[N:12][CH:17]=[CH:16][CH:15]=3)[N:44]=2)[CH2:65][CH2:64]1)(=[O:68])[CH:2]=[CH2:3]. The yield is 0.490. (10) The catalyst is C(#N)C. The product is [F:44][C:19]1[N:18]=[C:17]([NH:7][CH2:8][C:9]2[CH:10]=[CH:11][C:12]([O:15][CH3:16])=[CH:13][CH:14]=2)[CH:22]=[CH:21][C:20]=1[CH2:23][C:24]1[C:32]2[CH:31]=[N:30][CH:29]=[N:28][C:27]=2[NH:26][CH:25]=1. The reactants are C(OC(=O)[N:7]([C:17]1[CH:22]=[CH:21][C:20]([CH:23](O)[C:24]2[C:32]3[CH:31]=[N:30][CH:29]=[N:28][C:27]=3[N:26]([Si](C(C)C)(C(C)C)C(C)C)[CH:25]=2)=[C:19]([F:44])[N:18]=1)[CH2:8][C:9]1[CH:14]=[CH:13][C:12]([O:15][CH3:16])=[CH:11][CH:10]=1)(C)(C)C.C([SiH](CC)CC)C.FC(F)(F)C(O)=O. The yield is 0.292.